From a dataset of Forward reaction prediction with 1.9M reactions from USPTO patents (1976-2016). Predict the product of the given reaction. (1) Given the reactants [O:1]=[C:2]1[CH2:6][CH2:5][CH2:4][CH:3]1[C:7]([O:9][CH2:10][CH3:11])=[O:8].C(=O)([O-])[O-].[K+].[K+].Br[CH2:19][CH2:20][CH2:21][CH3:22], predict the reaction product. The product is: [CH2:19]([C:3]1([C:7]([O:9][CH2:10][CH3:11])=[O:8])[CH2:4][CH2:5][CH2:6][C:2]1=[O:1])[CH2:20][CH2:21][CH3:22]. (2) Given the reactants C1(P(C2C=CC=CC=2)C2C=CC=CC=2)C=CC=CC=1.[Br:20]Br.[Cl:22][C:23]1[CH:24]=[CH:25][C:26]([S:31]([CH3:34])(=[O:33])=[O:32])=[C:27]([CH2:29]O)[CH:28]=1.O, predict the reaction product. The product is: [Br:20][CH2:29][C:27]1[CH:28]=[C:23]([Cl:22])[CH:24]=[CH:25][C:26]=1[S:31]([CH3:34])(=[O:33])=[O:32]. (3) Given the reactants N#N.[CH3:3][C:4]1[O:5][C:6]([C:12]2[CH:13]=[C:14]([CH3:18])[CH:15]=[CH:16][CH:17]=2)=[C:7]([C:9]([OH:11])=O)[N:8]=1.C1C=CC2N(O)N=NC=2C=1.C(Cl)CCl.CCN(C(C)C)C(C)C.[CH2:42]([O:44][CH2:45][C:46]1[N:47]=[C:48]([CH2:51][N:52]2[N:56]=[C:55]([NH2:57])[CH:54]=[N:53]2)[O:49][CH:50]=1)[CH3:43], predict the reaction product. The product is: [CH2:42]([O:44][CH2:45][C:46]1[N:47]=[C:48]([CH2:51][N:52]2[N:56]=[C:55]([NH:57][C:9]([C:7]3[N:8]=[C:4]([CH3:3])[O:5][C:6]=3[C:12]3[CH:13]=[C:14]([CH3:18])[CH:15]=[CH:16][CH:17]=3)=[O:11])[CH:54]=[N:53]2)[O:49][CH:50]=1)[CH3:43]. (4) Given the reactants [CH3:1][C:2]1[S:3][C:4]2[CH:10]=[C:9]3[C:11]4([CH2:21][O:22][C:8]3=[CH:7][C:5]=2[N:6]=1)[C:19]1[C:14](=[CH:15][CH:16]=[CH:17][CH:18]=1)[NH:13][C:12]4=[O:20].Br[CH2:24][CH:25]1[CH2:30][CH2:29][O:28][CH2:27][CH2:26]1.BrCC1CCCCO1, predict the reaction product. The product is: [CH3:1][C:2]1[SH:3]([CH2:24][CH:25]2[CH2:30][CH2:29][O:28][CH2:27][CH2:26]2)[C:4]2[CH:10]=[C:9]3[C:11]4([CH2:21][O:22][C:8]3=[CH:7][C:5]=2[N:6]=1)[C:19]1[C:14](=[CH:15][CH:16]=[CH:17][CH:18]=1)[NH:13][C:12]4=[O:20].